Dataset: Forward reaction prediction with 1.9M reactions from USPTO patents (1976-2016). Task: Predict the product of the given reaction. (1) Given the reactants [Br:1][C:2]1[C:3](=[O:9])[NH:4][C:5]([Cl:8])=[N:6][CH:7]=1.[CH3:10]N(C=O)C.[H-].[Li+].IC, predict the reaction product. The product is: [Br:1][C:2]1[C:3](=[O:9])[N:4]([CH3:10])[C:5]([Cl:8])=[N:6][CH:7]=1. (2) Given the reactants [CH2:1]([C:3]1[N:7]([C:8]2[N:16]=[C:15]3[C:11]([N:12]=[C:13]([CH:18]=O)[N:14]3[CH3:17])=[C:10]([N:20]3[CH2:25][CH2:24][O:23][CH2:22][CH2:21]3)[N:9]=2)[C:6]2[CH:26]=[CH:27][CH:28]=[CH:29][C:5]=2[N:4]=1)[CH3:2].[NH:30]1[CH2:35][CH2:34][CH:33]([N:36]2[CH2:39][CH:38]([OH:40])[CH2:37]2)[CH2:32][CH2:31]1.C(O[BH-](OC(=O)C)OC(=O)C)(=O)C.[Na+], predict the reaction product. The product is: [CH2:1]([C:3]1[N:7]([C:8]2[N:16]=[C:15]3[C:11]([N:12]=[C:13]([CH2:18][N:30]4[CH2:35][CH2:34][CH:33]([N:36]5[CH2:39][CH:38]([OH:40])[CH2:37]5)[CH2:32][CH2:31]4)[N:14]3[CH3:17])=[C:10]([N:20]3[CH2:25][CH2:24][O:23][CH2:22][CH2:21]3)[N:9]=2)[C:6]2[CH:26]=[CH:27][CH:28]=[CH:29][C:5]=2[N:4]=1)[CH3:2]. (3) Given the reactants [CH:1]([O:4][C:5]([N:7]1[CH:12]([CH2:13][CH3:14])[CH2:11][CH:10]([N:15]([CH2:23][C:24]2[CH:29]=[C:28]([C:30]([F:33])([F:32])[F:31])[CH:27]=[C:26]([Cl:34])[CH:25]=2)[C:16]2[N:21]=[CH:20][C:19]([OH:22])=[CH:18][N:17]=2)[CH2:9][CH:8]1[CH2:35][CH3:36])=[O:6])([CH3:3])[CH3:2].[CH3:37][O:38][CH2:39][CH2:40]O.C1(P(C2C=CC=CC=2)C2C=CC=CC=2)C=CC=CC=1.CCOC(/N=N/C(OCC)=O)=O, predict the reaction product. The product is: [CH:1]([O:4][C:5]([N:7]1[CH:12]([CH2:13][CH3:14])[CH2:11][CH:10]([N:15]([CH2:23][C:24]2[CH:29]=[C:28]([C:30]([F:32])([F:31])[F:33])[CH:27]=[C:26]([Cl:34])[CH:25]=2)[C:16]2[N:17]=[CH:18][C:19]([O:22][CH2:40][CH2:39][O:38][CH3:37])=[CH:20][N:21]=2)[CH2:9][CH:8]1[CH2:35][CH3:36])=[O:6])([CH3:3])[CH3:2]. (4) Given the reactants [F:1][C:2]1[CH:11]=[C:10]2[C:5]([CH2:6][CH2:7][CH:8]([CH2:12][OH:13])[O:9]2)=[CH:4][CH:3]=1.[C:14]1([CH3:24])[CH:19]=[CH:18][C:17]([S:20](Cl)(=[O:22])=[O:21])=[CH:16][CH:15]=1.O, predict the reaction product. The product is: [CH3:24][C:14]1[CH:19]=[CH:18][C:17]([S:20]([O:13][CH2:12][CH:8]2[CH2:7][CH2:6][C:5]3[C:10](=[CH:11][C:2]([F:1])=[CH:3][CH:4]=3)[O:9]2)(=[O:22])=[O:21])=[CH:16][CH:15]=1. (5) Given the reactants [Br:1]Br.[NH2:3][CH2:4][CH2:5][C:6]1[C:10]2=[C:11]3[C:16](=[CH:17][CH:18]=[C:9]2[NH:8][CH:7]=1)[C:15](=[O:19])[NH:14][CH:13]=[CH:12]3, predict the reaction product. The product is: [NH2:3][CH2:4][CH2:5][C:6]1[C:10]2=[C:11]3[C:16](=[CH:17][CH:18]=[C:9]2[NH:8][C:7]=1[Br:1])[C:15](=[O:19])[NH:14][CH:13]=[CH:12]3. (6) Given the reactants [C:1]([C:4]1[CH:9]=[N:8][N:7]2[CH:10]=[C:11]([C:13]3[CH:18]=[CH:17][CH:16]=[CH:15][CH:14]=3)[CH:12]=[C:6]2[C:5]=1[NH:19][CH:20]([CH3:28])[C:21]([CH3:27])([CH3:26])[C:22]([O:24]C)=[O:23])(=[O:3])[NH2:2].[OH-].[K+], predict the reaction product. The product is: [C:1]([C:4]1[CH:9]=[N:8][N:7]2[CH:10]=[C:11]([C:13]3[CH:18]=[CH:17][CH:16]=[CH:15][CH:14]=3)[CH:12]=[C:6]2[C:5]=1[NH:19][CH:20]([CH3:28])[C:21]([CH3:27])([CH3:26])[C:22]([OH:24])=[O:23])(=[O:3])[NH2:2]. (7) The product is: [CH3:12][C:10]([CH3:11])([CH3:13])[C:9]([NH:8][C:4]1[CH:5]=[CH:6][CH:7]=[C:2]([O:1][CH:16]2[CH2:17][CH2:18][CH2:19][CH2:20][O:15]2)[CH:3]=1)=[O:14]. Given the reactants [OH:1][C:2]1[CH:3]=[C:4]([NH:8][C:9](=[O:14])[C:10]([CH3:13])([CH3:12])[CH3:11])[CH:5]=[CH:6][CH:7]=1.[O:15]1[CH:20]=[CH:19][CH2:18][CH2:17][CH2:16]1.C1(C)C=CC(S([O-])(=O)=O)=CC=1.[NH+]1C=CC=CC=1, predict the reaction product.